Binary Classification. Given a drug SMILES string, predict its activity (active/inactive) in a high-throughput screening assay against a specified biological target. From a dataset of Choline transporter screen with 302,306 compounds. (1) The molecule is O=C1NC(=O)NC(=O)C1(CC(OC)=O)CC(OC)=O. The result is 0 (inactive). (2) The drug is Clc1c2n(c(nn2)c2ncccc2)cc(c1)C(F)(F)F. The result is 0 (inactive). (3) The drug is s1c(nnc1NC(=O)C1OCCC1)CCCCC. The result is 0 (inactive).